This data is from Full USPTO retrosynthesis dataset with 1.9M reactions from patents (1976-2016). The task is: Predict the reactants needed to synthesize the given product. Given the product [CH2:33]([N:32]1[C:28]([CH2:27][N:16]([CH2:15][C:13]2[CH:12]=[CH:11][C:10]3[O:6][CH2:2][CH2:7][O:8][C:9]=3[CH:14]=2)[CH2:17][C:18]2[CH:23]=[CH:22][CH:21]=[C:20]([O:24][CH2:25][CH3:26])[CH:19]=2)=[C:29]([C:38]2[CH:43]=[CH:42][CH:41]=[CH:40][CH:39]=2)[N:30]=[C:31]1[C:54]#[N:55])[CH2:34][CH2:35][CH3:36], predict the reactants needed to synthesize it. The reactants are: [Li][CH2:2]CCC.[O:6]1[C:10]2[CH:11]=[CH:12][C:13]([CH2:15][N:16]([CH2:27][C:28]3[N:32]([CH2:33][CH2:34][CH2:35][CH3:36])[CH:31](I)[NH:30][C:29]=3[C:38]3[CH:43]=[CH:42][CH:41]=[CH:40][CH:39]=3)[CH2:17][C:18]3[CH:23]=[CH:22][CH:21]=[C:20]([O:24][CH2:25][CH3:26])[CH:19]=3)=[CH:14][C:9]=2[O:8][CH2:7]1.C(S([C:54]#[N:55])(=O)=O)C1C=CC=CC=1.